Dataset: Catalyst prediction with 721,799 reactions and 888 catalyst types from USPTO. Task: Predict which catalyst facilitates the given reaction. (1) Reactant: [CH2:1]([O:3][C:4](=[O:33])[CH2:5][CH2:6][C:7]1[CH:12]=[CH:11][C:10]([O:13][CH2:14][C:15]2[CH:20]=[CH:19][C:18]([C:21](C)(C)[O:22][SiH2]C(C)(C)C)=[C:17]([O:30][CH3:31])[CH:16]=2)=[CH:9][C:8]=1[F:32])[CH3:2].[F-].C([N+](CCCC)(CCCC)CCCC)CCC. Product: [F:32][C:8]1[CH:9]=[C:10]([O:13][CH2:14][C:15]2[CH:20]=[CH:19][C:18]([CH2:21][OH:22])=[C:17]([O:30][CH3:31])[CH:16]=2)[CH:11]=[CH:12][C:7]=1[CH2:6][CH2:5][C:4]([O:3][CH2:1][CH3:2])=[O:33]. The catalyst class is: 1. (2) Reactant: [Br:1][C:2]1[CH:7]=[CH:6][C:5]([OH:8])=[C:4]([F:9])[CH:3]=1.C(=O)([O-])[O-].[Cs+].[Cs+].CN(C)C=O.Cl[C:22]([F:27])([F:26])C([O-])=O.[Na+]. The catalyst class is: 6. Product: [Br:1][C:2]1[CH:7]=[CH:6][C:5]([O:8][CH:22]([F:27])[F:26])=[C:4]([F:9])[CH:3]=1. (3) Reactant: [CH3:1][N:2]([CH3:45])[CH2:3][C:4]([N:6]1[C:14]2[C:9](=[CH:10][CH:11]=[C:12]([NH:15][C:16]3[N:29]4[C:20](=[N:21][C:22]5[C:27]([C:28]4=[O:30])=[C:26]([F:31])[CH:25]=[CH:24][CH:23]=5)[C:19]4[CH:32]=[CH:33][N:34](S(C5C=CC(C)=CC=5)(=O)=O)[C:18]=4[N:17]=3)[CH:13]=2)[CH2:8][CH2:7]1)=[O:5].[CH3:46][NH2:47].C1COCC1.C(=O)(O)[O-].[Na+].CCOC(C)=O. Product: [CH3:1][N:2]([CH3:45])[CH2:3][C:4]([N:6]1[C:14]2[C:9](=[CH:10][CH:11]=[C:12]([NH:15][C:16]3[NH:17][C:18]4=[N:34][CH:33]=[CH:32][C:19]4=[C:20]([NH:21][C:22]4[CH:23]=[CH:24][CH:25]=[C:26]([F:31])[C:27]=4[C:28]([NH:47][CH3:46])=[O:30])[N:29]=3)[CH:13]=2)[CH2:8][CH2:7]1)=[O:5]. The catalyst class is: 7. (4) Reactant: [C:1]([C:3]1[CH:8]=[CH:7][C:6]([NH:9][C:10]([NH:12][CH2:13][CH2:14][CH2:15][CH2:16][N:17]([CH2:21][CH2:22][CH3:23])[CH2:18][CH2:19][CH3:20])=[O:11])=[CH:5][CH:4]=1)#[N:2].[H-].[Al+3].[Li+].[H-].[H-].[H-].[C:30](OCC)(=O)C.C(C(C(C([O-])=O)O)O)([O-])=O.[Na+].[K+]. Product: [NH2:2][CH2:1][C:3]1[CH:4]=[CH:5][C:6]([NH:9][C:10]([NH:12][CH2:13][CH2:14][CH2:15][CH2:16][N:17]([CH2:21][CH2:22][CH3:23])[CH2:18][CH2:19][CH3:20])=[O:11])=[C:7]([CH3:30])[CH:8]=1. The catalyst class is: 1. (5) Reactant: [C:1]([C:5]1[CH:6]=[C:7]([NH:17][C:18]([NH:20][C:21]2[CH:22]=[N:23][C:24]([N:27]3[CH2:32][CH2:31][NH:30][CH2:29][CH2:28]3)=[CH:25][CH:26]=2)=[O:19])[N:8]([C:10]2[CH:15]=[CH:14][C:13]([CH3:16])=[CH:12][CH:11]=2)[N:9]=1)([CH3:4])([CH3:3])[CH3:2].[CH3:33][CH:34]([CH2:39][CH3:40])[CH2:35][C:36](O)=[O:37].O.ON1C2C=CC=CC=2N=N1.N=C=N. Product: [C:1]([C:5]1[CH:6]=[C:7]([NH:17][C:18]([NH:20][C:21]2[CH:22]=[N:23][C:24]([N:27]3[CH2:28][CH2:29][N:30]([C:36](=[O:37])[CH2:35][CH:34]([CH3:33])[CH2:39][CH3:40])[CH2:31][CH2:32]3)=[CH:25][CH:26]=2)=[O:19])[N:8]([C:10]2[CH:15]=[CH:14][C:13]([CH3:16])=[CH:12][CH:11]=2)[N:9]=1)([CH3:4])([CH3:2])[CH3:3]. The catalyst class is: 59. (6) Reactant: [CH3:1][N:2]([CH3:12])[C:3]1[CH:11]=[CH:10][C:6]([C:7]([OH:9])=[O:8])=[CH:5][CH:4]=1.[H-].[Na+].Cl[CH2:16][CH2:17][OH:18]. Product: [OH:18][CH2:17][CH2:16][O:8][C:7](=[O:9])[C:6]1[CH:10]=[CH:11][C:3]([N:2]([CH3:12])[CH3:1])=[CH:4][CH:5]=1. The catalyst class is: 44. (7) Reactant: Cl[C:2]1[N:7]2[N:8]=[C:9]([CH3:20])[C:10]([C:11]3[C:16]([CH3:17])=[CH:15][C:14]([CH3:18])=[CH:13][C:12]=3[CH3:19])=[C:6]2[N:5]=[C:4]([CH3:21])[C:3]=1[CH2:22][CH2:23]Cl.NC(N)=[S:27].C(=O)([O-])[O-].[Na+].[Na+].O. Product: [C:16]1([CH3:17])[CH:15]=[C:14]([CH3:18])[CH:13]=[C:12]([CH3:19])[C:11]=1[C:10]1[C:9]([CH3:20])=[N:8][N:7]2[C:2]3[S:27][CH2:23][CH2:22][C:3]=3[C:4]([CH3:21])=[N:5][C:6]=12. The catalyst class is: 8.